Dataset: Reaction yield outcomes from USPTO patents with 853,638 reactions. Task: Predict the reaction yield, written as a fraction of the theoretical maximum amount of product (1.0 means a 100% yield; for example, 0.34 means a 34% yield). (1) The reactants are [Cl:1][C:2]1[C:9]([CH3:10])=[CH:8][C:5]([C:6]#[N:7])=[CH:4][C:3]=1[CH3:11].[Br:12]N1C(=O)CCC1=O. The catalyst is C(Cl)(Cl)(Cl)Cl.C(OOC(=O)C1C=CC=CC=1)(=O)C1C=CC=CC=1. The product is [Br:12][CH2:10][C:9]1[CH:8]=[C:5]([CH:4]=[C:3]([CH3:11])[C:2]=1[Cl:1])[C:6]#[N:7]. The yield is 0.660. (2) The reactants are [H-].[Na+].[OH:3][C@H:4]1[CH2:8][CH2:7][O:6][CH2:5]1.[CH:9]([CH:12]1[C:17]2[N:18]=[CH:19][NH:20][C:16]=2[CH2:15][CH2:14][N:13]1[C:21](OCC(Cl)(Cl)Cl)=[O:22])([CH3:11])[CH3:10]. The catalyst is C1COCC1. The product is [CH:9]([CH:12]1[C:17]2[N:18]=[CH:19][NH:20][C:16]=2[CH2:15][CH2:14][N:13]1[C:21]([O:3][C@H:4]1[CH2:8][CH2:7][O:6][CH2:5]1)=[O:22])([CH3:11])[CH3:10]. The yield is 0.0110.